From a dataset of Forward reaction prediction with 1.9M reactions from USPTO patents (1976-2016). Predict the product of the given reaction. (1) Given the reactants [Cl:1][C:2]1[CH:3]=[C:4]([C:8]#[C:9][C@@:10]2([O:27]CC3C=CC(OC)=CC=3)[CH2:15][CH2:14][CH2:13][C@@H:12]([NH:16][C:17]3[CH:18]=[C:19]4[C:24](=[CH:25][CH:26]=3)[N:23]=[CH:22][CH:21]=[N:20]4)[CH2:11]2)[CH:5]=[CH:6][CH:7]=1.Cl, predict the reaction product. The product is: [Cl:1][C:2]1[CH:3]=[C:4]([C:8]#[C:9][C@@:10]2([OH:27])[CH2:15][CH2:14][CH2:13][C@@H:12]([NH:16][C:17]3[CH:18]=[C:19]4[C:24](=[CH:25][CH:26]=3)[N:23]=[CH:22][CH:21]=[N:20]4)[CH2:11]2)[CH:5]=[CH:6][CH:7]=1. (2) Given the reactants S(=O)(=O)(O)O.[Br:6][C:7]1[CH:12]=[CH:11][C:10]([CH2:13][C:14]([OH:16])=[O:15])=[CH:9][CH:8]=1.[CH3:17]O, predict the reaction product. The product is: [Br:6][C:7]1[CH:8]=[CH:9][C:10]([CH2:13][C:14]([O:16][CH3:17])=[O:15])=[CH:11][CH:12]=1. (3) Given the reactants Br[C:2]1[CH:11]=[C:10]2[C:5]([CH2:6][CH2:7][CH:8]([C:12]3[CH:17]=[CH:16][C:15]([C:18]4[CH:23]=[C:22]([O:24][CH3:25])[CH:21]=[CH:20][C:19]=4[F:26])=[CH:14][CH:13]=3)[O:9]2)=[CH:4][CH:3]=1.[CH3:27][C:28]1([CH3:44])[C:32]([CH3:34])([CH3:33])[O:31][B:30]([B:30]2[O:31][C:32]([CH3:34])([CH3:33])[C:28]([CH3:44])([CH3:27])[O:29]2)[O:29]1.C([O-])(=O)C.[K+].O, predict the reaction product. The product is: [F:26][C:19]1[CH:20]=[CH:21][C:22]([O:24][CH3:25])=[CH:23][C:18]=1[C:15]1[CH:16]=[CH:17][C:12]([CH:8]2[CH2:7][CH2:6][C:5]3[C:10](=[CH:11][C:2]([B:30]4[O:31][C:32]([CH3:34])([CH3:33])[C:28]([CH3:44])([CH3:27])[O:29]4)=[CH:3][CH:4]=3)[O:9]2)=[CH:13][CH:14]=1. (4) Given the reactants O[CH2:2][CH2:3][C:4]1[CH:11]=[CH:10][C:7]([C:8]#[N:9])=[CH:6][CH:5]=1.[C:12]1(=[O:22])[NH:16][C:15](=[O:17])[C:14]2=[CH:18][CH:19]=[CH:20][CH:21]=[C:13]12.C1(P(C2C=CC=CC=2)C2C=CC=CC=2)C=CC=CC=1.N(C(OCC)=O)=NC(OCC)=O, predict the reaction product. The product is: [O:17]=[C:15]1[C:14]2[C:13](=[CH:21][CH:20]=[CH:19][CH:18]=2)[C:12](=[O:22])[N:16]1[CH2:2][CH2:3][C:4]1[CH:11]=[CH:10][C:7]([C:8]#[N:9])=[CH:6][CH:5]=1. (5) Given the reactants [NH2:1][C@@H:2]1[CH2:6][CH2:5][N:4]([C:7]2[N:15]=[C:14]3[C:10]([N:11]=[CH:12][N:13]3[C@H:16]3[C@@H:20]4[O:21]C(C)(C)[O:23][C@@H:19]4[C@@H:18]([NH:26][C:27](=[O:30])[CH2:28][CH3:29])[CH2:17]3)=[C:9]([NH:31][CH2:32][CH:33]([C:40]3[CH:45]=[CH:44][CH:43]=[CH:42][CH:41]=3)[C:34]3[CH:39]=[CH:38][CH:37]=[CH:36][CH:35]=3)[N:8]=2)[CH2:3]1.[CH:46]1[N:50]=[CH:49][N:48]([C:51](N2C=NC=C2)=[O:52])[CH:47]=1, predict the reaction product. The product is: [OH:21][C@@H:20]1[C@H:19]([OH:23])[C@@H:18]([NH:26][C:27](=[O:30])[CH2:28][CH3:29])[CH2:17][C@H:16]1[N:13]1[CH:12]=[N:11][C:10]2[C:14]1=[N:15][C:7]([N:4]1[CH2:5][CH2:6][C@@H:2]([NH:1][C:51]([N:48]3[CH:47]=[CH:46][N:50]=[CH:49]3)=[O:52])[CH2:3]1)=[N:8][C:9]=2[NH:31][CH2:32][CH:33]([C:34]1[CH:39]=[CH:38][CH:37]=[CH:36][CH:35]=1)[C:40]1[CH:45]=[CH:44][CH:43]=[CH:42][CH:41]=1. (6) Given the reactants C[O:2][C:3]([C:5]1[C:18]2[C:9](=[N:10][C:11]3[C:16]([N:17]=2)=[C:15]2[CH:19]=[CH:20][CH:21]=[C:22]([O:23][CH3:24])[C:14]2=[CH:13][CH:12]=3)[CH:8]=[CH:7][C:6]=1[NH2:25])=O.[CH3:26][N:27]([CH3:31])[CH2:28][CH2:29][NH2:30], predict the reaction product. The product is: [CH3:26][N:27]([CH3:31])[CH2:28][CH2:29][NH:30][C:3]([C:5]1[C:18]2[C:9](=[N:10][C:11]3[C:16]([N:17]=2)=[C:15]2[CH:19]=[CH:20][CH:21]=[C:22]([O:23][CH3:24])[C:14]2=[CH:13][CH:12]=3)[CH:8]=[CH:7][C:6]=1[NH2:25])=[O:2]. (7) Given the reactants [C:1]([O:5][CH:6]([C:11]1[N:16]([CH3:17])[C:15](=[O:18])[C:14]2[NH:19][CH:20]=[CH:21][C:13]=2[C:12]=1[C:22]1[C:23]([CH3:32])=[C:24]2[C:29](=[CH:30][CH:31]=1)[O:28][CH2:27][CH2:26][CH2:25]2)[C:7]([O:9]C)=[O:8])([CH3:4])([CH3:3])[CH3:2].Br[CH2:34][CH:35]1[CH2:40][CH2:39][CH2:38][CH2:37][CH2:36]1, predict the reaction product. The product is: [C:1]([O:5][CH:6]([C:11]1[N:16]([CH3:17])[C:15](=[O:18])[C:14]2[N:19]([CH2:34][CH:35]3[CH2:40][CH2:39][CH2:38][CH2:37][CH2:36]3)[CH:20]=[CH:21][C:13]=2[C:12]=1[C:22]1[C:23]([CH3:32])=[C:24]2[C:29](=[CH:30][CH:31]=1)[O:28][CH2:27][CH2:26][CH2:25]2)[C:7]([OH:9])=[O:8])([CH3:4])([CH3:3])[CH3:2].